This data is from Full USPTO retrosynthesis dataset with 1.9M reactions from patents (1976-2016). The task is: Predict the reactants needed to synthesize the given product. (1) Given the product [NH2:1][C:2]1[N:6]([CH:7]2[CH2:12][CH2:11][CH2:10][N:9]([C:29](=[O:33])[CH:30]=[CH:31][CH3:32])[CH2:8]2)[N:5]=[C:4]([C:13]2[CH:14]=[CH:15][C:16]([O:19][C:20]3[CH:25]=[CH:24][CH:23]=[CH:22][CH:21]=3)=[CH:17][CH:18]=2)[C:3]=1[C:26]([NH2:28])=[O:27], predict the reactants needed to synthesize it. The reactants are: [NH2:1][C:2]1[N:6]([CH:7]2[CH2:12][CH2:11][CH2:10][NH:9][CH2:8]2)[N:5]=[C:4]([C:13]2[CH:18]=[CH:17][C:16]([O:19][C:20]3[CH:25]=[CH:24][CH:23]=[CH:22][CH:21]=3)=[CH:15][CH:14]=2)[C:3]=1[C:26]([NH2:28])=[O:27].[C:29](Cl)(=[O:33])[CH:30]=[CH:31][CH3:32]. (2) Given the product [CH:30]1([CH2:29][CH:28]([N:4]2[C:3](=[O:15])[CH:2]=[C:7]([O:24][C:18]3[C:17]([F:16])=[CH:22][CH:21]=[CH:20][C:19]=3[F:23])[CH:6]=[N:5]2)[C:27]([OH:26])=[O:37])[CH2:35][CH2:34][CH2:33][CH2:32][CH2:31]1, predict the reactants needed to synthesize it. The reactants are: Cl[C:2]1[C:3](=[O:15])[N:4](C2CCCCO2)[N:5]=[CH:6][C:7]=1Cl.[F:16][C:17]1[CH:22]=[CH:21][CH:20]=[C:19]([F:23])[C:18]=1[OH:24].C[O:26][C:27](=[O:37])[CH:28](Br)[CH2:29][CH:30]1[CH2:35][CH2:34][CH2:33][CH2:32][CH2:31]1. (3) Given the product [F:6][C:7]1[CH:8]=[C:9]([CH:15]([CH2:3][CH:2]=[CH2:1])[C:16]([OH:18])=[O:17])[CH:10]=[C:11]([F:14])[C:12]=1[F:13], predict the reactants needed to synthesize it. The reactants are: [CH2:1]([Li])[CH2:2][CH2:3]C.[F:6][C:7]1[CH:8]=[C:9]([CH2:15][C:16]([OH:18])=[O:17])[CH:10]=[C:11]([F:14])[C:12]=1[F:13].C(Br)C=C.[OH-].[Na+]. (4) Given the product [CH2:1]([NH:8][C:19]([NH:18][C:12]1[CH:17]=[CH:16][CH:15]=[CH:14][CH:13]=1)=[O:20])[C:2]1[CH:7]=[CH:6][CH:5]=[CH:4][CH:3]=1, predict the reactants needed to synthesize it. The reactants are: [CH2:1]([NH2:8])[C:2]1[CH:7]=[CH:6][CH:5]=[CH:4][CH:3]=1.C(#N)C.[C:12]1([N:18]=[C:19]=[O:20])[CH:17]=[CH:16][CH:15]=[CH:14][CH:13]=1. (5) The reactants are: [Br:1][C:2]1[CH:7]=[CH:6][C:5]([OH:8])=[CH:4][CH:3]=1.O[CH:10]1[CH2:15][CH2:14][N:13]([C:16]([O:18][C:19]([CH3:22])([CH3:21])[CH3:20])=[O:17])[CH2:12][CH2:11]1.C1(P(C2C=CC=CC=2)C2C=CC=CC=2)C=CC=CC=1.N(C(OC(C)(C)C)=O)=NC(OC(C)(C)C)=O. Given the product [Br:1][C:2]1[CH:7]=[CH:6][C:5]([O:8][CH:10]2[CH2:15][CH2:14][N:13]([C:16]([O:18][C:19]([CH3:22])([CH3:21])[CH3:20])=[O:17])[CH2:12][CH2:11]2)=[CH:4][CH:3]=1, predict the reactants needed to synthesize it.